From a dataset of Full USPTO retrosynthesis dataset with 1.9M reactions from patents (1976-2016). Predict the reactants needed to synthesize the given product. Given the product [CH3:3][C:2]([C:4]([NH:6][CH2:7][CH2:8][CH2:9][N+:10]([CH3:13])([CH3:11])[CH3:12])=[O:5])=[CH2:1].[Cl-:14].[CH:4]([N:6]1[CH2:7][CH2:8][CH2:18][C:16]1=[O:19])=[CH2:2], predict the reactants needed to synthesize it. The reactants are: [CH3:1][C:2]([C:4]([NH:6][CH2:7][CH2:8][CH2:9][N+:10]([CH3:13])([CH3:12])[CH3:11])=[O:5])=[CH2:3].[Cl-:14].O.[CH:16]([OH:19])([CH3:18])C.